This data is from Forward reaction prediction with 1.9M reactions from USPTO patents (1976-2016). The task is: Predict the product of the given reaction. (1) Given the reactants [NH2:1][CH2:2][C:3]([OH:5])=O.C(N(CC)CC)C.[CH2:13]([N:16]=[C:17]=[S:18])[CH:14]=[CH2:15].Cl, predict the reaction product. The product is: [CH2:13]([N:16]1[C:3](=[O:5])[CH2:2][NH:1][C:17]1=[S:18])[CH:14]=[CH2:15]. (2) Given the reactants [OH:1][N:2]1[C:7]([CH3:9])([CH3:8])[CH2:6][CH:5]([O:10][CH2:11][CH:12]2[O:14][CH2:13]2)[CH2:4][C:3]1([CH3:16])[CH3:15].[NH:17]([CH2:21][CH2:22][OH:23])[CH2:18][CH2:19][OH:20], predict the reaction product. The product is: [OH:1][N:2]1[C:7]([CH3:9])([CH3:8])[CH2:6][CH:5]([O:10][CH2:11][CH:12]([OH:14])[CH2:13][N:17]([CH2:21][CH2:22][OH:23])[CH2:18][CH2:19][OH:20])[CH2:4][C:3]1([CH3:16])[CH3:15]. (3) Given the reactants [Cl:1][C:2]1[CH:3]=[C:4]([C@H:9]([CH2:28][CH2:29][OH:30])[CH2:10][NH:11][C:12]([C:14]2[C:23]3[C:18](=[CH:19][CH:20]=[CH:21][CH:22]=3)[CH:17]=[C:16]([C:24]#[N:25])[C:15]=2[CH2:26][CH3:27])=[O:13])[CH:5]=[CH:6][C:7]=1[Cl:8].CC(C)=[O:33].OS(O)(=O)=O.O=[Cr](=O)=O.C(O)(C)C.O, predict the reaction product. The product is: [Cl:1][C:2]1[CH:3]=[C:4]([C@H:9]([CH2:28][C:29]([OH:33])=[O:30])[CH2:10][NH:11][C:12]([C:14]2[C:23]3[C:18](=[CH:19][CH:20]=[CH:21][CH:22]=3)[CH:17]=[C:16]([C:24]#[N:25])[C:15]=2[CH2:26][CH3:27])=[O:13])[CH:5]=[CH:6][C:7]=1[Cl:8]. (4) Given the reactants C([O:3][C:4]1[CH:5]=[C:6]2[C:11](=[C:12]3[CH2:16][C:15]([CH3:18])([CH3:17])[O:14][C:13]=13)[C:10]([C:19]1[CH:20]=[C:21]([CH:27]=[CH:28][CH:29]=1)[C:22]([O:24][CH2:25][CH3:26])=[O:23])=[N:9][C:8]([CH3:31])([CH3:30])[CH2:7]2)C.[Cl:32]C(Cl)(Cl)C(Cl)=O.[Cl-].[Al+3].[Cl-].[Cl-].[OH-].[Na+], predict the reaction product. The product is: [ClH:32].[OH:3][C:4]1[CH:5]=[C:6]2[C:11](=[C:12]3[CH2:16][C:15]([CH3:18])([CH3:17])[O:14][C:13]=13)[C:10]([C:19]1[CH:20]=[C:21]([CH:27]=[CH:28][CH:29]=1)[C:22]([O:24][CH2:25][CH3:26])=[O:23])=[N:9][C:8]([CH3:30])([CH3:31])[CH2:7]2. (5) Given the reactants [CH2:1]([O:3][C:4](=[O:29])[CH:5]([C:17]1[N:18]([C:22]2[C:27]([Br:28])=[CH:26][CH:25]=[CH:24][N:23]=2)[N:19]=[CH:20][CH:21]=1)[C:6]1[C:11]([CH2:12][CH2:13][CH3:14])=[C:10]([NH:15][NH2:16])[N:9]=[CH:8][N:7]=1)[CH3:2].C(Cl)Cl.CN(C)C.[F:37][C:38]([F:49])([F:48])[C:39](O[C:39](=[O:40])[C:38]([F:49])([F:48])[F:37])=[O:40].C([O-])(O)=O.[Na+], predict the reaction product. The product is: [CH2:1]([O:3][C:4](=[O:29])[CH:5]([C:17]1[N:18]([C:22]2[C:27]([Br:28])=[CH:26][CH:25]=[CH:24][N:23]=2)[N:19]=[CH:20][CH:21]=1)[C:6]1[C:11]([CH2:12][CH2:13][CH3:14])=[C:10]([NH:15][NH:16][C:39](=[O:40])[C:38]([F:49])([F:48])[F:37])[N:9]=[CH:8][N:7]=1)[CH3:2]. (6) The product is: [N+:8]([C:3]1[CH:4]=[CH:5][CH:6]=[CH:7][C:2]=1[CH:12]([C:13]([O:15][C:16]([CH3:19])([CH3:18])[CH3:17])=[O:14])[C:11]([O:21][C:22]([CH3:25])([CH3:23])[CH3:24])=[O:20])([O-:10])=[O:9]. Given the reactants F[C:2]1[CH:7]=[CH:6][CH:5]=[CH:4][C:3]=1[N+:8]([O-:10])=[O:9].[C:11]([O:21][C:22]([CH3:25])([CH3:24])[CH3:23])(=[O:20])[CH2:12][C:13]([O:15][C:16]([CH3:19])([CH3:18])[CH3:17])=[O:14], predict the reaction product. (7) Given the reactants [C:1]([C:3]1[CH:8]=[CH:7][C:6]([N:9]=[C:10]2[NH:14][C@@H:13]([CH2:15][CH:16]([CH3:18])[CH3:17])[CH2:12][S:11]2)=[C:5]([CH2:19][CH3:20])[CH:4]=1)#[N:2].[CH2:21](Br)[CH:22]([CH3:24])[CH3:23], predict the reaction product. The product is: [C:1]([C:3]1[CH:8]=[CH:7][C:6]([N:9]=[C:10]2[N:14]([CH2:21][CH:22]([CH3:24])[CH3:23])[C@@H:13]([CH2:15][CH:16]([CH3:17])[CH3:18])[CH2:12][S:11]2)=[C:5]([CH2:19][CH3:20])[CH:4]=1)#[N:2]. (8) Given the reactants [F:1][C:2]1[CH:3]=[CH:4][C:5]([N:15]2[CH:19]=[C:18]([C:20]([F:23])([F:22])[F:21])[N:17]=[N:16]2)=[C:6]([C:8]2[N:13]=[CH:12][N:11]=[C:10]([OH:14])[CH:9]=2)[CH:7]=1.N[C@@H:25]1[C:41]2[CH:42]=[C:37]([CH:38]=[CH:39][N:40]=2)[C:36]2[N:35]([CH:43]([F:45])[F:44])[N:34]=[CH:33][C:32]=2[NH:31][C:30](=[O:46])[C@H:29]([CH3:47])[CH2:28][CH2:27][CH2:26]1.CN(C(ON1N=NC2C=CC=NC1=2)=[N+](C)C)C.F[P-](F)(F)(F)(F)F.C1CCN2C(=NCCC2)CC1, predict the reaction product. The product is: [F:45][CH:43]([F:44])[N:35]1[N:34]=[CH:33][C:32]2[NH:31][C:30](=[O:46])[C@H:29]([CH3:47])[CH2:28][CH2:27][CH2:26][C@H:25]([N:11]3[C:10](=[O:14])[CH:9]=[C:8]([C:6]4[CH:7]=[C:2]([F:1])[CH:3]=[CH:4][C:5]=4[N:15]4[CH:19]=[C:18]([C:20]([F:21])([F:23])[F:22])[N:17]=[N:16]4)[N:13]=[CH:12]3)[C:41]3[CH:42]=[C:37]([CH:38]=[CH:39][N:40]=3)[C:36]1=2.